This data is from NCI-60 drug combinations with 297,098 pairs across 59 cell lines. The task is: Regression. Given two drug SMILES strings and cell line genomic features, predict the synergy score measuring deviation from expected non-interaction effect. (1) Drug 1: CCCS(=O)(=O)NC1=C(C(=C(C=C1)F)C(=O)C2=CNC3=C2C=C(C=N3)C4=CC=C(C=C4)Cl)F. Drug 2: C1C(C(OC1N2C=NC3=C2NC=NCC3O)CO)O. Cell line: CAKI-1. Synergy scores: CSS=17.2, Synergy_ZIP=-4.24, Synergy_Bliss=2.26, Synergy_Loewe=4.59, Synergy_HSA=4.63. (2) Drug 1: CCC1(CC2CC(C3=C(CCN(C2)C1)C4=CC=CC=C4N3)(C5=C(C=C6C(=C5)C78CCN9C7C(C=CC9)(C(C(C8N6C=O)(C(=O)OC)O)OC(=O)C)CC)OC)C(=O)OC)O.OS(=O)(=O)O. Drug 2: C1C(C(OC1N2C=NC(=NC2=O)N)CO)O. Cell line: HS 578T. Synergy scores: CSS=20.3, Synergy_ZIP=-6.03, Synergy_Bliss=-1.67, Synergy_Loewe=-38.7, Synergy_HSA=-1.39. (3) Drug 2: CC1CCC2CC(C(=CC=CC=CC(CC(C(=O)C(C(C(=CC(C(=O)CC(OC(=O)C3CCCCN3C(=O)C(=O)C1(O2)O)C(C)CC4CCC(C(C4)OC)O)C)C)O)OC)C)C)C)OC. Drug 1: CS(=O)(=O)C1=CC(=C(C=C1)C(=O)NC2=CC(=C(C=C2)Cl)C3=CC=CC=N3)Cl. Cell line: SF-295. Synergy scores: CSS=49.5, Synergy_ZIP=13.9, Synergy_Bliss=14.6, Synergy_Loewe=-16.7, Synergy_HSA=16.1. (4) Drug 1: CC1=C(C=C(C=C1)NC2=NC=CC(=N2)N(C)C3=CC4=NN(C(=C4C=C3)C)C)S(=O)(=O)N.Cl. Drug 2: CS(=O)(=O)CCNCC1=CC=C(O1)C2=CC3=C(C=C2)N=CN=C3NC4=CC(=C(C=C4)OCC5=CC(=CC=C5)F)Cl. Cell line: BT-549. Synergy scores: CSS=-0.924, Synergy_ZIP=3.83, Synergy_Bliss=7.97, Synergy_Loewe=2.88, Synergy_HSA=4.55. (5) Drug 1: CC1=C2C(C(=O)C3(C(CC4C(C3C(C(C2(C)C)(CC1OC(=O)C(C(C5=CC=CC=C5)NC(=O)C6=CC=CC=C6)O)O)OC(=O)C7=CC=CC=C7)(CO4)OC(=O)C)O)C)OC(=O)C. Drug 2: C1CN1C2=NC(=NC(=N2)N3CC3)N4CC4. Synergy scores: CSS=42.4, Synergy_ZIP=3.49, Synergy_Bliss=4.11, Synergy_Loewe=6.86, Synergy_HSA=7.39. Cell line: LOX IMVI. (6) Drug 1: COC1=NC(=NC2=C1N=CN2C3C(C(C(O3)CO)O)O)N. Drug 2: CC(C)(C#N)C1=CC(=CC(=C1)CN2C=NC=N2)C(C)(C)C#N. Cell line: COLO 205. Synergy scores: CSS=32.4, Synergy_ZIP=-3.18, Synergy_Bliss=3.96, Synergy_Loewe=2.64, Synergy_HSA=2.25. (7) Drug 1: CS(=O)(=O)OCCCCOS(=O)(=O)C. Drug 2: C1CCC(C(C1)N)N.C(=O)(C(=O)[O-])[O-].[Pt+4]. Cell line: SK-MEL-28. Synergy scores: CSS=6.71, Synergy_ZIP=-2.96, Synergy_Bliss=-0.403, Synergy_Loewe=-10.6, Synergy_HSA=-2.29. (8) Drug 1: CC(C)(C#N)C1=CC(=CC(=C1)CN2C=NC=N2)C(C)(C)C#N. Drug 2: C(CC(=O)O)C(=O)CN.Cl. Cell line: SK-MEL-5. Synergy scores: CSS=4.47, Synergy_ZIP=-0.0372, Synergy_Bliss=6.70, Synergy_Loewe=5.01, Synergy_HSA=5.23. (9) Drug 1: CC1CCC2CC(C(=CC=CC=CC(CC(C(=O)C(C(C(=CC(C(=O)CC(OC(=O)C3CCCCN3C(=O)C(=O)C1(O2)O)C(C)CC4CCC(C(C4)OC)OCCO)C)C)O)OC)C)C)C)OC. Drug 2: CC1=C(N=C(N=C1N)C(CC(=O)N)NCC(C(=O)N)N)C(=O)NC(C(C2=CN=CN2)OC3C(C(C(C(O3)CO)O)O)OC4C(C(C(C(O4)CO)O)OC(=O)N)O)C(=O)NC(C)C(C(C)C(=O)NC(C(C)O)C(=O)NCCC5=NC(=CS5)C6=NC(=CS6)C(=O)NCCC[S+](C)C)O. Cell line: HOP-92. Synergy scores: CSS=23.7, Synergy_ZIP=-7.01, Synergy_Bliss=1.83, Synergy_Loewe=-0.942, Synergy_HSA=2.58.